This data is from Peptide-MHC class II binding affinity with 134,281 pairs from IEDB. The task is: Regression. Given a peptide amino acid sequence and an MHC pseudo amino acid sequence, predict their binding affinity value. This is MHC class II binding data. The peptide sequence is ETAYFILKLAGRWPVKVI. The MHC is HLA-DPA10103-DPB10301 with pseudo-sequence HLA-DPA10103-DPB10301. The binding affinity (normalized) is 0.360.